Task: Predict the reaction yield, written as a fraction of the theoretical maximum amount of product (1.0 means a 100% yield; for example, 0.34 means a 34% yield).. Dataset: Reaction yield outcomes from USPTO patents with 853,638 reactions The reactants are [Cl:1][C:2]1[CH:3]=[C:4](B2OC(C)(C)C(C)(C)O2)[CH:5]=[C:6]([Cl:12])[C:7]=1[C:8]([F:11])([F:10])[F:9].Br[C:23]([C:25]([F:28])([F:27])[F:26])=[CH2:24].C([O-])([O-])=O.[Cs+].[Cs+]. The catalyst is C1COCC1.Cl[Pd](Cl)([P](C1C=CC=CC=1)(C1C=CC=CC=1)C1C=CC=CC=1)[P](C1C=CC=CC=1)(C1C=CC=CC=1)C1C=CC=CC=1. The product is [Cl:12][C:6]1[CH:5]=[C:4]([C:23]([C:25]([F:28])([F:27])[F:26])=[CH2:24])[CH:3]=[C:2]([Cl:1])[C:7]=1[C:8]([F:9])([F:10])[F:11]. The yield is 0.530.